From a dataset of Peptide-MHC class I binding affinity with 185,985 pairs from IEDB/IMGT. Regression. Given a peptide amino acid sequence and an MHC pseudo amino acid sequence, predict their binding affinity value. This is MHC class I binding data. (1) The peptide sequence is DMQKFTILEY. The MHC is HLA-A68:01 with pseudo-sequence HLA-A68:01. The binding affinity (normalized) is 0.0659. (2) The peptide sequence is GAGLLFSIM. The binding affinity (normalized) is 0.503. The MHC is Mamu-A02 with pseudo-sequence Mamu-A02. (3) The peptide sequence is LLYKQLNFT. The MHC is HLA-B27:05 with pseudo-sequence HLA-B27:05. The binding affinity (normalized) is 0.0847. (4) The peptide sequence is VLLPVLFGV. The MHC is HLA-A68:02 with pseudo-sequence HLA-A68:02. The binding affinity (normalized) is 0.349. (5) The peptide sequence is EENLIDFAS. The MHC is HLA-B40:01 with pseudo-sequence HLA-B40:01. The binding affinity (normalized) is 0.0847. (6) The peptide sequence is LTFPTDGFF. The MHC is H-2-Ld with pseudo-sequence H-2-Ld. The binding affinity (normalized) is 0.236. (7) The peptide sequence is FTDISMSLY. The MHC is HLA-A31:01 with pseudo-sequence HLA-A31:01. The binding affinity (normalized) is 0.142. (8) The peptide sequence is TRKIRSEEL. The MHC is HLA-A31:01 with pseudo-sequence HLA-A31:01. The binding affinity (normalized) is 0.0847. (9) The peptide sequence is VWDVKDSSL. The MHC is HLA-B15:01 with pseudo-sequence HLA-B15:01. The binding affinity (normalized) is 0.0339.